From a dataset of Catalyst prediction with 721,799 reactions and 888 catalyst types from USPTO. Predict which catalyst facilitates the given reaction. Reactant: [OH:1][C:2]1([C:9]2[CH:10]=[C:11]([CH:17]=[CH:18][CH:19]=2)[C:12]([O:14][CH2:15][CH3:16])=[O:13])[CH2:7][CH2:6][C:5](=O)[CH2:4][CH2:3]1.C([O-])=O.[NH4+:23].O. Product: [NH2:23][CH:5]1[CH2:6][CH2:7][C:2]([C:9]2[CH:10]=[C:11]([CH:17]=[CH:18][CH:19]=2)[C:12]([O:14][CH2:15][CH3:16])=[O:13])([OH:1])[CH2:3][CH2:4]1. The catalyst class is: 19.